This data is from Catalyst prediction with 721,799 reactions and 888 catalyst types from USPTO. The task is: Predict which catalyst facilitates the given reaction. (1) Reactant: [CH2:1]([N:8]1[C:20]2[CH:19]=[C:18]3[CH:21]=[CH:22][CH:23]=[CH:24][C:17]3=[C:16]([OH:25])[C:15]=2[C:14]2[C:13]([C:26]([NH2:28])=[O:27])=[CH:12][CH:11]=[CH:10][C:9]1=2)[C:2]1[CH:7]=[CH:6][CH:5]=[CH:4][CH:3]=1.Br[CH2:30][C:31]([O:33][CH3:34])=[O:32].C(=O)([O-])[O-].[Cs+].[Cs+]. Product: [CH2:1]([N:8]1[C:20]2[CH:19]=[C:18]3[CH:21]=[CH:22][CH:23]=[CH:24][C:17]3=[C:16]([O:25][CH2:30][C:31]([O:33][CH3:34])=[O:32])[C:15]=2[C:14]2[C:9]1=[CH:10][CH:11]=[CH:12][C:13]=2[C:26](=[O:27])[NH2:28])[C:2]1[CH:3]=[CH:4][CH:5]=[CH:6][CH:7]=1. The catalyst class is: 39. (2) Reactant: [C:1]([O:8][C:9]([C:12]([CH2:15][CH2:16]I)([F:14])[F:13])([F:11])[F:10])([C:4]([F:7])([F:6])[F:5])([F:3])[F:2].CN1CCCC1=[O:24]. Product: [C:1]([O:8][C:9]([C:12]([CH2:15][CH2:16][OH:24])([F:14])[F:13])([F:11])[F:10])([C:4]([F:7])([F:6])[F:5])([F:3])[F:2]. The catalyst class is: 6. (3) Reactant: [C:1](Cl)(=[O:8])[C:2]1[CH:7]=[CH:6][CH:5]=[CH:4][CH:3]=1.Cl.[CH2:11]([O:13][C:14](=[O:34])[CH:15]([NH:27][C:28]([O:30][CH2:31][CH:32]=[CH2:33])=[O:29])[CH2:16][C:17]1[O:21][N:20]=[C:19]([CH:22]2[CH2:26][CH2:25][CH2:24][NH:23]2)[CH:18]=1)[CH3:12].N1C=CC=CC=1. Product: [CH2:11]([O:13][C:14](=[O:34])[CH:15]([NH:27][C:28]([O:30][CH2:31][CH:32]=[CH2:33])=[O:29])[CH2:16][C:17]1[O:21][N:20]=[C:19]([CH:22]2[CH2:26][CH2:25][CH2:24][N:23]2[C:1](=[O:8])[C:2]2[CH:7]=[CH:6][CH:5]=[CH:4][CH:3]=2)[CH:18]=1)[CH3:12]. The catalyst class is: 96. (4) Reactant: [H-].[Na+].[OH:3][C:4]1[CH2:9][O:8][CH2:7][CH2:6][C:5]=1[C:10]([O:12][CH2:13][CH3:14])=[O:11].[F:15][C:16]([F:29])([F:28])[S:17](O[S:17]([C:16]([F:29])([F:28])[F:15])(=[O:19])=[O:18])(=[O:19])=[O:18]. Product: [F:15][C:16]([F:29])([F:28])[S:17]([O:3][C:4]1[CH2:9][O:8][CH2:7][CH2:6][C:5]=1[C:10]([O:12][CH2:13][CH3:14])=[O:11])(=[O:19])=[O:18]. The catalyst class is: 28. (5) Reactant: [OH-].[K+].[CH2:3]([O:10][C:11]1[CH:16]=[CH:15][CH:14]=[CH:13][C:12]=1[C:17]1[N:18]([CH2:36][C@@:37]23[CH2:45][CH2:44][CH2:43][N:38]2C(=O)[O:40][CH2:41]3)[C:19]2[C:24]([C:25]=1[CH:26]1[CH2:31][CH2:30][CH2:29][CH2:28][CH2:27]1)=[CH:23][CH:22]=[C:21]([C:32]([O:34][CH3:35])=[O:33])[CH:20]=2)[C:4]1[CH:9]=[CH:8][CH:7]=[CH:6][CH:5]=1.[Si](C=[N+]=[N-])(C)(C)C. Product: [CH2:3]([O:10][C:11]1[CH:16]=[CH:15][CH:14]=[CH:13][C:12]=1[C:17]1[N:18]([CH2:36][C@@:37]2([CH2:41][OH:40])[CH2:45][CH2:44][CH2:43][NH:38]2)[C:19]2[C:24]([C:25]=1[CH:26]1[CH2:27][CH2:28][CH2:29][CH2:30][CH2:31]1)=[CH:23][CH:22]=[C:21]([C:32]([O:34][CH3:35])=[O:33])[CH:20]=2)[C:4]1[CH:5]=[CH:6][CH:7]=[CH:8][CH:9]=1. The catalyst class is: 5.